From a dataset of Reaction yield outcomes from USPTO patents with 853,638 reactions. Predict the reaction yield, written as a fraction of the theoretical maximum amount of product (1.0 means a 100% yield; for example, 0.34 means a 34% yield). (1) The yield is 0.334. The reactants are CCN(C(C)C)C(C)C.Cl.[NH2:11][CH2:12][C:13]([N:15]1[CH2:20][CH2:19][N:18]([C:21](=[O:32])[C:22]2[CH:27]=[CH:26][CH:25]=[CH:24][C:23]=2[C:28]([F:31])([F:30])[F:29])[CH2:17][CH2:16]1)=[O:14].C1C=CC2N(O)N=NC=2C=1.CCN=C=NCCCN(C)C.[N:54]1([C:59]2[CH:67]=[CH:66][C:62]([C:63](O)=[O:64])=[CH:61][CH:60]=2)[CH:58]=[CH:57][N:56]=[CH:55]1. The product is [N:54]1([C:59]2[CH:60]=[CH:61][C:62]([C:63]([NH:11][CH2:12][C:13](=[O:14])[N:15]3[CH2:16][CH2:17][N:18]([C:21](=[O:32])[C:22]4[CH:27]=[CH:26][CH:25]=[CH:24][C:23]=4[C:28]([F:31])([F:29])[F:30])[CH2:19][CH2:20]3)=[O:64])=[CH:66][CH:67]=2)[CH:58]=[CH:57][N:56]=[CH:55]1. The catalyst is CN(C=O)C.O. (2) The reactants are [CH:1]([C:4]1[N:8]=[C:7]([N:9]2[CH2:14][CH2:13][CH:12]([OH:15])[CH2:11][CH2:10]2)[O:6][N:5]=1)([CH3:3])[CH3:2].[Cl:16][C:17]1[C:22]([CH3:23])=[C:21](Cl)[N:20]=[CH:19][N:18]=1. The catalyst is C1COCC1.CC(C)([O-])C.[K+]. The product is [Cl:16][C:17]1[C:22]([CH3:23])=[C:21]([O:15][CH:12]2[CH2:11][CH2:10][N:9]([C:7]3[O:6][N:5]=[C:4]([CH:1]([CH3:3])[CH3:2])[N:8]=3)[CH2:14][CH2:13]2)[N:20]=[CH:19][N:18]=1. The yield is 0.710. (3) The reactants are [CH3:1][O:2][C:3]1[CH:4]=[C:5]([NH2:15])[CH:6]=[CH:7][C:8]=1[N:9]1[CH:13]=[C:12]([CH3:14])[N:11]=[CH:10]1.Cl[C:17]1[N:22]=[C:21]([CH3:23])[CH:20]=[C:19]([O:24][C:25]2[CH:30]=[CH:29][C:28]([O:31][C:32]([F:35])([F:34])[F:33])=[CH:27][CH:26]=2)[N:18]=1. No catalyst specified. The product is [CH3:1][O:2][C:3]1[CH:4]=[C:5]([NH:15][C:17]2[N:22]=[C:21]([CH3:23])[CH:20]=[C:19]([O:24][C:25]3[CH:26]=[CH:27][C:28]([O:31][C:32]([F:33])([F:34])[F:35])=[CH:29][CH:30]=3)[N:18]=2)[CH:6]=[CH:7][C:8]=1[N:9]1[CH:13]=[C:12]([CH3:14])[N:11]=[CH:10]1. The yield is 0.130. (4) The yield is 0.600. The catalyst is CN(C=O)C. The product is [Br:25][C:26]1[CH:31]=[CH:30][C:29]([C:32](=[O:50])[CH2:33][NH:34][C:35](=[O:36])[CH2:37][N:38]2[CH2:39][C:40](=[O:41])[NH:42][CH:43]([CH:47]([CH3:49])[CH3:48])[C:44]2=[O:45])=[CH:28][CH:27]=1. The reactants are CN(C(ON1N=NC2C=CC=NC1=2)=[N+](C)C)C.F[P-](F)(F)(F)(F)F.[Br:25][C:26]1[CH:31]=[CH:30][C:29]([C:32](=[O:50])[CH2:33][NH:34][C:35]([CH2:37][NH:38][CH2:39][C:40]([NH:42][CH:43]([CH:47]([CH3:49])[CH3:48])[C:44](O)=[O:45])=[O:41])=[O:36])=[CH:28][CH:27]=1.CN1CCOCC1. (5) The reactants are Cl.[NH2:2][C@H:3]([C:5]1[C:6](=[O:16])[NH:7][C:8]2[C:13]([CH:14]=1)=[CH:12][C:11]([Cl:15])=[CH:10][CH:9]=2)[CH3:4].[Br:17][C:18]1[N:23]([CH3:24])[C:22](=[O:25])[C:21](Cl)=[N:20][CH:19]=1.CCN(C(C)C)C(C)C.O. The catalyst is CS(C)=O. The product is [Br:17][C:18]1[N:23]([CH3:24])[C:22](=[O:25])[C:21]([NH:2][C@H:3]([C:5]2[C:6](=[O:16])[NH:7][C:8]3[C:13]([CH:14]=2)=[CH:12][C:11]([Cl:15])=[CH:10][CH:9]=3)[CH3:4])=[N:20][CH:19]=1. The yield is 0.100. (6) The reactants are S(Cl)(Cl)=O.[CH:5]1([C:11]2[C:19]3[C:14](=[CH:15][C:16]([C:20]([OH:22])=[O:21])=[CH:17][CH:18]=3)[NH:13][CH:12]=2)[CH2:10][CH2:9][CH2:8][CH2:7][CH2:6]1.[CH3:23]O. No catalyst specified. The product is [CH:5]1([C:11]2[C:19]3[C:14](=[CH:15][C:16]([C:20]([O:22][CH3:23])=[O:21])=[CH:17][CH:18]=3)[NH:13][CH:12]=2)[CH2:6][CH2:7][CH2:8][CH2:9][CH2:10]1. The yield is 0.690. (7) The yield is 0.700. The catalyst is O1CCCC1. The product is [ClH:1].[NH2:2][C@@H:3]([CH2:10][CH2:11][CH3:12])[C@H:4]([OH:9])[C:5]([N-:16][CH:13]1[CH2:15][CH2:14]1)=[O:7]. The reactants are [ClH:1].[NH2:2][C@@H:3]([CH2:10][CH2:11][CH3:12])[C@H:4]([OH:9])[C:5]([O:7]C)=O.[CH:13]1([NH2:16])[CH2:15][CH2:14]1.